Dataset: Reaction yield outcomes from USPTO patents with 853,638 reactions. Task: Predict the reaction yield, written as a fraction of the theoretical maximum amount of product (1.0 means a 100% yield; for example, 0.34 means a 34% yield). (1) The reactants are C(OC(=O)[NH:7][CH2:8][C@@H:9]([NH:17][C:18]([C:20]1[C:32]2[CH2:31][CH2:30][C:29]3[CH:28]=[N:27][CH:26]=[CH:25][C:24]=3[C:23]=2[N:22]([CH2:33][C:34]([F:37])([F:36])[F:35])[CH:21]=1)=[O:19])[CH2:10][C:11]1[CH:16]=[CH:15][CH:14]=[CH:13][CH:12]=1)(C)(C)C.Cl.C(OCC)C. The catalyst is O1CCOCC1. The product is [NH2:7][CH2:8][C@@H:9]([NH:17][C:18]([C:20]1[C:32]2[CH2:31][CH2:30][C:29]3[CH:28]=[N:27][CH:26]=[CH:25][C:24]=3[C:23]=2[N:22]([CH2:33][C:34]([F:37])([F:36])[F:35])[CH:21]=1)=[O:19])[CH2:10][C:11]1[CH:16]=[CH:15][CH:14]=[CH:13][CH:12]=1. The yield is 0.750. (2) The reactants are Br[C:2]1[CH:7]=[CH:6][C:5]([N+:8]([O-:10])=[O:9])=[CH:4][N:3]=1.[NH:11]1[CH2:16][CH2:15][O:14][CH2:13][CH2:12]1. The catalyst is ClCCl. The product is [N+:8]([C:5]1[CH:6]=[CH:7][C:2]([N:11]2[CH2:16][CH2:15][O:14][CH2:13][CH2:12]2)=[N:3][CH:4]=1)([O-:10])=[O:9]. The yield is 0.950.